From a dataset of Full USPTO retrosynthesis dataset with 1.9M reactions from patents (1976-2016). Predict the reactants needed to synthesize the given product. (1) The reactants are: ClCC([NH:5][C:6]1([C:12]2[CH:17]=[CH:16][C:15]([CH3:18])=[CH:14][C:13]=2[CH3:19])[CH2:11][CH2:10][O:9][CH2:8][CH2:7]1)=O.NC(N)=S.O.[OH-].[Na+]. Given the product [CH3:19][C:13]1[CH:14]=[C:15]([CH3:18])[CH:16]=[CH:17][C:12]=1[C:6]1([NH2:5])[CH2:7][CH2:8][O:9][CH2:10][CH2:11]1, predict the reactants needed to synthesize it. (2) Given the product [C:1]([O:5][C:6](=[O:36])[NH:7][C:8]1([C:12]2[CH:17]=[CH:16][C:15]([C:18]3[C:27](=[O:28])[C:26]4[C:21]([O:20][C:19]=3[C:30]3[CH:35]=[CH:34][CH:33]=[CH:32][CH:31]=3)=[C:22]3[N:54]([CH:44]([CH3:45])[CH3:43])[N:55]=[CH:56][C:23]3=[CH:24][CH:25]=4)=[CH:14][CH:13]=2)[CH2:11][CH2:10][CH2:9]1)([CH3:4])([CH3:3])[CH3:2], predict the reactants needed to synthesize it. The reactants are: [C:1]([O:5][C:6](=[O:36])[NH:7][C:8]1([C:12]2[CH:17]=[CH:16][C:15]([C:18]3[C:27](=[O:28])[C:26]4[C:21](=[CH:22][CH:23]=[C:24](F)[CH:25]=4)[O:20][C:19]=3[C:30]3[CH:35]=[CH:34][CH:33]=[CH:32][CH:31]=3)=[CH:14][CH:13]=2)[CH2:11][CH2:10][CH2:9]1)([CH3:4])([CH3:3])[CH3:2].IC1C(=O)C2[C:45](OC=1C1C=CC=CC=1)=[C:44]1[N:54](C(C)C)[N:55]=[CH:56][C:43]1=CC=2. (3) Given the product [F:1][C:2]1[CH:7]=[CH:6][C:5]([F:8])=[CH:4][C:3]=1[CH:9]([S:20]([C:21]1[CH:26]=[CH:25][C:24]([F:27])=[CH:23][CH:22]=1)=[O:36])[C:10]1[C:11]([CH3:19])=[CH:12][C:13]([C:16]([NH2:18])=[O:17])=[N:14][CH:15]=1, predict the reactants needed to synthesize it. The reactants are: [F:1][C:2]1[CH:7]=[CH:6][C:5]([F:8])=[CH:4][C:3]=1[CH:9]([S:20][C:21]1[CH:26]=[CH:25][C:24]([F:27])=[CH:23][CH:22]=1)[C:10]1[C:11]([CH3:19])=[CH:12][C:13]([C:16]([NH2:18])=[O:17])=[N:14][CH:15]=1.ClC1C=CC=C(C(OO)=[O:36])C=1. (4) Given the product [CH3:19][NH:20][CH2:21][CH2:22][CH2:23][CH2:24][CH2:25][CH2:26][CH2:27][CH2:28][N:29]1[CH2:33][CH2:32][C@@H:31]([C:34]([C:44]2[CH:49]=[CH:48][CH:47]=[CH:46][CH:45]=2)([C:38]2[CH:39]=[CH:40][CH:41]=[CH:42][CH:43]=2)[C:35]([NH2:37])=[O:36])[CH2:30]1, predict the reactants needed to synthesize it. The reactants are: C1(S(O)(=O)=O)C2C=CC=C(S(O)(=O)=O)C=2C=CC=1.[CH3:19][NH:20][CH2:21][CH2:22][CH2:23][CH2:24][CH2:25][CH2:26][CH2:27][CH2:28][N:29]1[CH2:33][CH2:32][C@@H:31]([C:34]([C:44]2[CH:49]=[CH:48][CH:47]=[CH:46][CH:45]=2)([C:38]2[CH:43]=[CH:42][CH:41]=[CH:40][CH:39]=2)[C:35]([NH2:37])=[O:36])[CH2:30]1.